Dataset: Catalyst prediction with 721,799 reactions and 888 catalyst types from USPTO. Task: Predict which catalyst facilitates the given reaction. (1) Reactant: Cl[C:2]1[N:7]=[CH:6][C:5]([O:8][C:9]2[CH:26]=[CH:25][C:12]3[CH2:13][CH2:14][N:15]([C:18]([O:20][C:21]([CH3:24])([CH3:23])[CH3:22])=[O:19])[CH2:16][CH2:17][C:11]=3[CH:10]=2)=[CH:4][CH:3]=1.[NH:27]1[CH2:31][CH2:30][CH2:29][C:28]1=[O:32].CC1(C)C2C(=C(P(C3C=CC=CC=3)C3C=CC=CC=3)C=CC=2)OC2C(P(C3C=CC=CC=3)C3C=CC=CC=3)=CC=CC1=2.C(=O)([O-])[O-].[Cs+].[Cs+]. Product: [O:32]=[C:28]1[CH2:29][CH2:30][CH2:31][N:27]1[C:2]1[N:7]=[CH:6][C:5]([O:8][C:9]2[CH:26]=[CH:25][C:12]3[CH2:13][CH2:14][N:15]([C:18]([O:20][C:21]([CH3:24])([CH3:23])[CH3:22])=[O:19])[CH2:16][CH2:17][C:11]=3[CH:10]=2)=[CH:4][CH:3]=1. The catalyst class is: 102. (2) Reactant: [O:1]=[C:2]1[NH:6][C@H:5]([C:7]2[CH:12]=[CH:11][CH:10]=[C:9]([C:13]#[C:14][C:15]3[CH:20]=[CH:19][CH:18]=[CH:17][CH:16]=3)[CH:8]=2)[C@@H:4]([C:21]([OH:23])=O)[O:3]1.S(Cl)([Cl:26])=O. Product: [O:1]=[C:2]1[NH:6][C@H:5]([C:7]2[CH:12]=[CH:11][CH:10]=[C:9]([C:13]#[C:14][C:15]3[CH:20]=[CH:19][CH:18]=[CH:17][CH:16]=3)[CH:8]=2)[C@@H:4]([C:21]([Cl:26])=[O:23])[O:3]1. The catalyst class is: 4. (3) Reactant: [F:1][C:2]1[C:7]2[C:8]([C:18](=[O:21])[NH:19][CH3:20])=[C:9]([C:11]3[CH:16]=[CH:15][C:14]([F:17])=[CH:13][CH:12]=3)[O:10][C:6]=2[CH:5]=[CH:4][C:3]=1[C:22]1[C:23]([CH3:33])=[CH:24][C:25]([O:31][CH3:32])=[C:26]([CH:30]=1)[C:27](O)=[O:28].Cl.[N:35]1[CH:40]=[CH:39][C:38]([C:41]2([NH2:44])[CH2:43][CH2:42]2)=[CH:37][N:36]=1.CN([P+](ON1N=NC2C=CC=CC1=2)(N(C)C)N(C)C)C.F[P-](F)(F)(F)(F)F. The catalyst class is: 18. Product: [F:1][C:2]1[C:7]2[C:8]([C:18]([NH:19][CH3:20])=[O:21])=[C:9]([C:11]3[CH:12]=[CH:13][C:14]([F:17])=[CH:15][CH:16]=3)[O:10][C:6]=2[CH:5]=[CH:4][C:3]=1[C:22]1[CH:30]=[C:26]([C:27](=[O:28])[NH:44][C:41]2([C:38]3[CH:39]=[CH:40][N:35]=[N:36][CH:37]=3)[CH2:43][CH2:42]2)[C:25]([O:31][CH3:32])=[CH:24][C:23]=1[CH3:33]. (4) Reactant: F[C:2]1[CH:9]=[CH:8][C:7]([Br:10])=[CH:6][C:3]=1[CH:4]=O.[CH2:11]([NH2:14])[CH2:12][NH2:13]. Product: [Br:10][C:7]1[CH:8]=[CH:9][C:2]2[NH:14][CH2:11][CH2:12][N:13]=[CH:4][C:3]=2[CH:6]=1. The catalyst class is: 6. (5) Reactant: [CH2:1]([OH:8])[C:2]1[CH:7]=[CH:6][CH:5]=[CH:4][CH:3]=1.Cl[S:10]([N:13]=[C:14]=[O:15])(=[O:12])=[O:11].[CH:16]1([CH2:19][NH2:20])[CH2:18][CH2:17]1.Cl. Product: [CH:16]1([CH2:19][NH:20][S:10]([NH:13][C:14](=[O:15])[O:8][CH2:1][C:2]2[CH:7]=[CH:6][CH:5]=[CH:4][CH:3]=2)(=[O:12])=[O:11])[CH2:18][CH2:17]1. The catalyst class is: 852. (6) The catalyst class is: 2. Product: [OH:2][C:3]1[CH:10]=[CH:9][C:6]([C:7]#[N:8])=[C:5]([CH3:11])[CH:4]=1. Reactant: C[O:2][C:3]1[CH:10]=[CH:9][C:6]([C:7]#[N:8])=[C:5]([CH3:11])[CH:4]=1.B(Br)(Br)Br.C([O-])(O)=O.[Na+]. (7) Reactant: [F:1][C:2]([F:21])([F:20])[O:3][C:4]1[CH:5]=[C:6]([C:10]2[CH:15]=[CH:14][N:13]=[C:12]([C:16](=[N:18][OH:19])[NH2:17])[CH:11]=2)[CH:7]=[CH:8][CH:9]=1.[C:22](N1C=CN=C1)(N1C=CN=C1)=[O:23].N12CCCN=C1CCCCC2.Cl. Product: [F:21][C:2]([F:20])([F:1])[O:3][C:4]1[CH:5]=[C:6]([C:10]2[CH:15]=[CH:14][N:13]=[C:12]([C:16]3[NH:18][O:19][C:22](=[O:23])[N:17]=3)[CH:11]=2)[CH:7]=[CH:8][CH:9]=1. The catalyst class is: 132. (8) Reactant: [Br:1][C:2]1[CH:3]=[C:4]([CH:9]=[CH:10][CH:11]=1)[C:5]([NH:7][NH2:8])=[O:6].CN1CCCC1=O.[C:19](Cl)(=[O:26])[C:20]1[CH:25]=[CH:24][CH:23]=[CH:22][CH:21]=1. Product: [C:19]([NH:8][NH:7][C:5](=[O:6])[C:4]1[CH:9]=[CH:10][CH:11]=[C:2]([Br:1])[CH:3]=1)(=[O:26])[C:20]1[CH:25]=[CH:24][CH:23]=[CH:22][CH:21]=1. The catalyst class is: 6. (9) Reactant: C([O:3][C:4]([C:6]12[CH2:23][CH:22]1[CH:21]=[CH:20][CH2:19][CH2:18][CH2:17][CH2:16][N:15]([CH3:24])[C:14](=[O:25])[CH:13]1[CH:9]([CH2:10][CH:11]([O:26][C:27]3[CH:32]=[C:31]([O:33][CH3:34])[N:30]=[C:29]([C:35]4[CH:40]=[CH:39][CH:38]=[CH:37][CH:36]=4)[N:28]=3)[CH2:12]1)[C:8](=[O:41])[NH:7]2)=[O:5])C.CO.[Li+].[OH-].C(O)(=O)CC(CC(O)=O)(C(O)=O)O. Product: [CH3:34][O:33][C:31]1[N:30]=[C:29]([C:35]2[CH:36]=[CH:37][CH:38]=[CH:39][CH:40]=2)[N:28]=[C:27]([O:26][CH:11]2[CH2:10][CH:9]3[CH:13]([C:14](=[O:25])[N:15]([CH3:24])[CH2:16][CH2:17][CH2:18][CH2:19][CH:20]=[CH:21][CH:22]4[C:6]([C:4]([OH:5])=[O:3])([NH:7][C:8]3=[O:41])[CH2:23]4)[CH2:12]2)[CH:32]=1. The catalyst class is: 677. (10) Reactant: [N:1]1[N:5]2[CH:6]=[N:7][C:8](=[O:10])[CH2:9][C:4]2=[CH:3][CH:2]=1.[I:11]N1C(=O)CCC1=O. Product: [I:11][C:3]1[CH:2]=[N:1][N:5]2[C:4]=1[CH2:9][C:8](=[O:10])[N:7]=[CH:6]2. The catalyst class is: 3.